Dataset: Experimentally validated miRNA-target interactions with 360,000+ pairs, plus equal number of negative samples. Task: Binary Classification. Given a miRNA mature sequence and a target amino acid sequence, predict their likelihood of interaction. (1) The miRNA is hsa-miR-3976 with sequence UAUAGAGAGCAGGAAGAUUAAUGU. The protein sequence of the target gene is MGLLTFRDVAIEFSLEEWQCLDTAQRNLYKNVILENYRNLVFLGIAVSKQDLITCLEQEKEPLTVKRHEMVNEPPVMCSHFAQEFWPEQNIKDSFEKVTLRRYEKCGNDNFQLKGCKSVDECKLHKGGYNGLNQCLPTMQSKMFQCDKYVKVFNKFSHSDRHKIKHMENKPFKCKECGRSFCMLSHLTRHERNYTKVNFCKCEECEKAVNQSSKLTKHKRIYTCEKLYKCQECDRTFNQFSNLTEYKKDYAREKPYKCEECGKAFNQSSHLTTHKIIHTGEKPYKCEECGKAFNQFSNLT.... Result: 1 (interaction). (2) The miRNA is hsa-miR-331-3p with sequence GCCCCUGGGCCUAUCCUAGAA. The protein sequence of the target gene is MMLGTEGGEGFVVKVRGLPWSCSADEVQRFFSDCKIQNGAQGIRFIYTREGRPSGEAFVELESEDEVKLALKKDRETMGHRYVEVFKSNNVEMDWVLKHTGPNSPDTANDGFVRLRGLPFGCSKEEIVQFFSGLEIVPNGITLPVDFQGRSTGEAFVQFASQEIAEKALKKHKERIGHRYIEIFKSSRAEVRTHYDPPRKLMAMQRPGPYDRPGAGRGYNSIGRGAGFERMRRGAYGGGYGGYDDYNGYNDGYGFGSDRFGRDLNYCFSGMSDHRYGDGGSTFQSTTGHCVHMRGLPYRA.... Result: 1 (interaction).